Dataset: Choline transporter screen with 302,306 compounds. Task: Binary Classification. Given a drug SMILES string, predict its activity (active/inactive) in a high-throughput screening assay against a specified biological target. (1) The compound is S=C1N2C(OC(=O)C2CCSC)(CC(N1)(C)C)C. The result is 0 (inactive). (2) The molecule is S(c1n(CCc2ccc(S(=O)(=O)N)cc2)c(=O)c2c(n1)cccc2)CC(=O)NC(COC)C. The result is 0 (inactive). (3) The drug is S(=O)(=O)(NC1CC1)c1ccc(NC(=O)CSc2ncc(c3[nH]c4c(n3)cc(c(c4)C)C)cc2)cc1. The result is 0 (inactive).